Dataset: Reaction yield outcomes from USPTO patents with 853,638 reactions. Task: Predict the reaction yield, written as a fraction of the theoretical maximum amount of product (1.0 means a 100% yield; for example, 0.34 means a 34% yield). (1) The reactants are [Br:1][C:2]1[C:3](Cl)=[N:4][C:5]([Cl:8])=[N:6][CH:7]=1.C(N(CC)CC)C.[CH:17]1([NH2:22])[CH2:21][CH2:20][CH2:19][CH2:18]1. The yield is 0.740. The product is [Br:1][C:2]1[C:3]([NH:22][CH:17]2[CH2:21][CH2:20][CH2:19][CH2:18]2)=[N:4][C:5]([Cl:8])=[N:6][CH:7]=1. The catalyst is C1COCC1. (2) The yield is 0.760. The reactants are Br[C:2]1[C:7]2[S:8][C:9]3[CH:14]=[CH:13][CH:12]=[CH:11][C:10]=3[C:6]=2[CH:5]=[CH:4][CH:3]=1.[C:15]1([N:21]2[C:33]3[CH:32]=[CH:31][C:30]([C:34]4[CH:35]=[CH:36][C:37]5[NH:38][C:39]6[C:44]([C:45]=5[CH:46]=4)=[CH:43][CH:42]=[CH:41][CH:40]=6)=[CH:29][C:28]=3[C:27]3[C:22]2=[CH:23][CH:24]=[CH:25][CH:26]=3)[CH:20]=[CH:19][CH:18]=[CH:17][CH:16]=1.CC(C)([O-])C.[Na+]. The product is [CH:5]1[C:6]2[C:10]3[CH:11]=[CH:12][CH:13]=[CH:14][C:9]=3[S:8][C:7]=2[C:2]([N:38]2[C:37]3[CH:36]=[CH:35][C:34]([C:30]4[CH:31]=[CH:32][C:33]5[N:21]([C:15]6[CH:20]=[CH:19][CH:18]=[CH:17][CH:16]=6)[C:22]6[C:27]([C:28]=5[CH:29]=4)=[CH:26][CH:25]=[CH:24][CH:23]=6)=[CH:46][C:45]=3[C:44]3[C:39]2=[CH:40][CH:41]=[CH:42][CH:43]=3)=[CH:3][CH:4]=1. The catalyst is C1(C)C(C)=CC=CC=1.C1C=CC(/C=C/C(/C=C/C2C=CC=CC=2)=O)=CC=1.C1C=CC(/C=C/C(/C=C/C2C=CC=CC=2)=O)=CC=1.C1C=CC(/C=C/C(/C=C/C2C=CC=CC=2)=O)=CC=1.[Pd].[Pd].C1(P(C2CCCCC2)C2C=CC=CC=2C2C(OC)=CC=CC=2OC)CCCCC1. (3) The reactants are [NH2:1][CH2:2][CH2:3][CH2:4][NH:5][C:6](=[O:12])[O:7][C:8]([CH3:11])([CH3:10])[CH3:9].C(N(CC)CC)C.[C:20]([O:23][CH2:24][C:25](Cl)=[O:26])(=[O:22])[CH3:21].O. The catalyst is C1COCC1. The product is [C:20]([O:23][CH2:24][C:25]([NH:1][CH2:2][CH2:3][CH2:4][NH:5][C:6]([O:7][C:8]([CH3:9])([CH3:11])[CH3:10])=[O:12])=[O:26])(=[O:22])[CH3:21]. The yield is 0.860. (4) The reactants are [Cl-].O[NH3+:3].[C:4](=[O:7])([O-])[OH:5].[Na+].CS(C)=O.[CH2:13]([C:17]1[N:18]=[C:19]([CH3:50])[N:20]([CH2:39][C:40]2[N:44]=[C:43]([C:45]3[CH:49]=[CH:48][S:47][CH:46]=3)[O:42][N:41]=2)[C:21](=[O:38])[C:22]=1[CH2:23][C:24]1[CH:29]=[CH:28][C:27]([C:30]2[C:31]([C:36]#[N:37])=[CH:32][CH:33]=[CH:34][CH:35]=2)=[CH:26][CH:25]=1)[CH2:14][CH2:15][CH3:16]. The catalyst is C(OCC)(=O)C. The product is [CH2:13]([C:17]1[N:18]=[C:19]([CH3:50])[N:20]([CH2:39][C:40]2[N:44]=[C:43]([C:45]3[CH:49]=[CH:48][S:47][CH:46]=3)[O:42][N:41]=2)[C:21](=[O:38])[C:22]=1[CH2:23][C:24]1[CH:29]=[CH:28][C:27]([C:30]2[CH:35]=[CH:34][CH:33]=[CH:32][C:31]=2[C:36]2[NH:3][C:4](=[O:7])[O:5][N:37]=2)=[CH:26][CH:25]=1)[CH2:14][CH2:15][CH3:16]. The yield is 0.250. (5) The reactants are [CH2:1]([C:3]1[C:8](=[O:9])[NH:7][C:6]([CH3:10])=[C:5]([C:11]2[S:15][C:14]([CH:16]=[O:17])=[CH:13][CH:12]=2)[CH:4]=1)[CH3:2].[BH4-].[Na+]. The catalyst is CO. The product is [CH2:1]([C:3]1[C:8](=[O:9])[NH:7][C:6]([CH3:10])=[C:5]([C:11]2[S:15][C:14]([CH2:16][OH:17])=[CH:13][CH:12]=2)[CH:4]=1)[CH3:2]. The yield is 0.200. (6) The reactants are N1C(C2C=CC([C:12]3[C:21](C)=[CH:20][C:19]4[C:14](=[CH:15][CH:16]=[C:17]([O:23][CH3:24])[CH:18]=4)[N:13]=3)=CC=2)=NN=N1.[CH3:25][O:26][C:27]([C:29]1[CH:34]=[CH:33][C:32](B(O)O)=[CH:31][CH:30]=1)=[O:28].C(=O)([O-])[O-].[Na+].[Na+]. The catalyst is O1CCOCC1.O.C1C=CC(P(C2C=CC=CC=2)[C-]2C=CC=C2)=CC=1.C1C=CC(P(C2C=CC=CC=2)[C-]2C=CC=C2)=CC=1.Cl[Pd]Cl.[Fe+2]. The product is [CH3:24][O:23][C:17]1[CH:18]=[C:19]2[C:14](=[CH:15][CH:16]=1)[N:13]=[C:12]([C:32]1[CH:33]=[CH:34][C:29]([C:27]([O:26][CH3:25])=[O:28])=[CH:30][CH:31]=1)[CH:21]=[CH:20]2. The yield is 0.409.